From a dataset of Reaction yield outcomes from USPTO patents with 853,638 reactions. Predict the reaction yield, written as a fraction of the theoretical maximum amount of product (1.0 means a 100% yield; for example, 0.34 means a 34% yield). No catalyst specified. The product is [C:11]([C:3]1[C:2]([NH:1][C:22]([C:19]2[S:20][CH:21]=[C:17]([CH:14]([CH3:16])[CH3:15])[N:18]=2)=[O:23])=[C:7]([Cl:8])[C:6]([O:9][CH3:10])=[CH:5][CH:4]=1)(=[O:13])[CH3:12]. The reactants are [NH2:1][C:2]1[C:7]([Cl:8])=[C:6]([O:9][CH3:10])[CH:5]=[CH:4][C:3]=1[C:11](=[O:13])[CH3:12].[CH:14]([C:17]1[N:18]=[C:19]([C:22](Cl)=[O:23])[S:20][CH:21]=1)([CH3:16])[CH3:15].C(C1C=CC(OC)=CC=1NC(C1SC=C(C(C)C)N=1)=O)(=O)C. The yield is 0.800.